This data is from NCI-60 drug combinations with 297,098 pairs across 59 cell lines. The task is: Regression. Given two drug SMILES strings and cell line genomic features, predict the synergy score measuring deviation from expected non-interaction effect. (1) Drug 1: CC1=C(C=C(C=C1)NC2=NC=CC(=N2)N(C)C3=CC4=NN(C(=C4C=C3)C)C)S(=O)(=O)N.Cl. Drug 2: CC1C(C(CC(O1)OC2CC(CC3=C2C(=C4C(=C3O)C(=O)C5=C(C4=O)C(=CC=C5)OC)O)(C(=O)CO)O)N)O.Cl. Cell line: HOP-92. Synergy scores: CSS=69.8, Synergy_ZIP=-1.74, Synergy_Bliss=-2.45, Synergy_Loewe=2.35, Synergy_HSA=3.97. (2) Drug 1: COC1=NC(=NC2=C1N=CN2C3C(C(C(O3)CO)O)O)N. Drug 2: N.N.Cl[Pt+2]Cl. Cell line: DU-145. Synergy scores: CSS=37.2, Synergy_ZIP=3.02, Synergy_Bliss=4.61, Synergy_Loewe=-28.4, Synergy_HSA=2.02. (3) Drug 1: CC(CN1CC(=O)NC(=O)C1)N2CC(=O)NC(=O)C2. Drug 2: CCN(CC)CCNC(=O)C1=C(NC(=C1C)C=C2C3=C(C=CC(=C3)F)NC2=O)C. Cell line: SK-OV-3. Synergy scores: CSS=4.64, Synergy_ZIP=-3.80, Synergy_Bliss=-3.24, Synergy_Loewe=-2.22, Synergy_HSA=-1.78. (4) Cell line: MDA-MB-231. Drug 2: CN(C(=O)NC(C=O)C(C(C(CO)O)O)O)N=O. Synergy scores: CSS=15.9, Synergy_ZIP=-3.86, Synergy_Bliss=0.0573, Synergy_Loewe=-8.80, Synergy_HSA=-1.03. Drug 1: CC1CCC2CC(C(=CC=CC=CC(CC(C(=O)C(C(C(=CC(C(=O)CC(OC(=O)C3CCCCN3C(=O)C(=O)C1(O2)O)C(C)CC4CCC(C(C4)OC)O)C)C)O)OC)C)C)C)OC. (5) Drug 1: C1=CC(=CC=C1C#N)C(C2=CC=C(C=C2)C#N)N3C=NC=N3. Drug 2: C1C(C(OC1N2C=NC(=NC2=O)N)CO)O. Cell line: BT-549. Synergy scores: CSS=17.5, Synergy_ZIP=-4.42, Synergy_Bliss=-1.62, Synergy_Loewe=-0.859, Synergy_HSA=2.68.